Dataset: Full USPTO retrosynthesis dataset with 1.9M reactions from patents (1976-2016). Task: Predict the reactants needed to synthesize the given product. Given the product [NH2:2][C:3]1[C:8]([Br:1])=[C:7]([O:9][CH3:10])[C:6]([O:11][CH3:12])=[CH:5][C:4]=1[C:13]([C:15]1[CH:20]=[CH:19][CH:18]=[CH:17][CH:16]=1)=[O:14], predict the reactants needed to synthesize it. The reactants are: [BrH:1].[NH2:2][C:3]1[CH:8]=[C:7]([O:9][CH3:10])[C:6]([O:11][CH3:12])=[CH:5][C:4]=1[C:13]([C:15]1[CH:20]=[CH:19][CH:18]=[CH:17][CH:16]=1)=[O:14].